This data is from Full USPTO retrosynthesis dataset with 1.9M reactions from patents (1976-2016). The task is: Predict the reactants needed to synthesize the given product. (1) Given the product [F:1][C:2]1[CH:3]=[N:4][C:5]([C:8]2[CH:13]=[CH:12][C:11]([N:14]3[CH2:15][CH2:16][N:17]([C:20](=[O:65])[CH2:21][N:22]4[CH2:26][CH2:25][CH:24]([C:27]5[N:36]=[CH:35][C:34]6[CH:33]=[C:32]7[NH:37][N:38]=[C:39]([C:40]8[CH:41]=[CH:42][N:43]=[CH:44][CH:45]=8)[C:31]7=[CH:30][C:29]=6[N:28]=5)[CH2:23]4)[CH2:18][CH2:19]3)=[CH:10][CH:9]=2)=[N:6][CH:7]=1, predict the reactants needed to synthesize it. The reactants are: [F:1][C:2]1[CH:3]=[N:4][C:5]([C:8]2[CH:13]=[CH:12][C:11]([N:14]3[CH2:19][CH2:18][N:17]([C:20](=[O:65])[CH2:21][N:22]4[CH2:26][CH2:25][CH:24]([C:27]5[N:36]=[CH:35][C:34]6[CH:33]=[C:32]7[N:37](C(C8C=CC=CC=8)(C8C=CC=CC=8)C8C=CC=CC=8)[N:38]=[C:39]([C:40]8[CH:45]=[CH:44][N:43]=[CH:42][CH:41]=8)[C:31]7=[CH:30][C:29]=6[N:28]=5)[CH2:23]4)[CH2:16][CH2:15]3)=[CH:10][CH:9]=2)=[N:6][CH:7]=1.FC(F)(F)C(O)=O. (2) Given the product [C:1]([O:5][C:6](=[O:19])[NH:7][C:8]1([C:12]2[CH:17]=[CH:16][C:15]([C:30]3[CH:31]=[N:27][NH:28][CH:29]=3)=[CH:14][N:13]=2)[CH2:11][CH2:10][CH2:9]1)([CH3:4])([CH3:3])[CH3:2], predict the reactants needed to synthesize it. The reactants are: [C:1]([O:5][C:6](=[O:19])[NH:7][C:8]1([C:12]2[CH:17]=[CH:16][C:15](I)=[CH:14][N:13]=2)[CH2:11][CH2:10][CH2:9]1)([CH3:4])([CH3:3])[CH3:2].C(OC([N:27]1[CH:31]=[C:30](B2OC(C)(C)C(C)(C)O2)[CH:29]=[N:28]1)=O)(C)(C)C.[O-]P([O-])([O-])=O.[K+].[K+].[K+].[OH-].[Na+]. (3) Given the product [CH3:43][CH:44]1[C:53]2[C:48](=[CH:49][CH:50]=[CH:51][CH:52]=2)[CH:47]([C:54]2[CH:59]=[CH:58][CH:57]=[CH:56][CH:55]=2)[N:46]([C:28](=[O:30])[CH2:27][CH2:26][C:25]([NH:31][CH2:32][C:33]2[CH:38]=[CH:37][CH:36]=[C:35]([C:39]([F:42])([F:41])[F:40])[CH:34]=2)=[O:24])[CH2:45]1, predict the reactants needed to synthesize it. The reactants are: C(Cl)CCl.CCN(C(C)C)C(C)C.C1C=CC2N(O)N=NC=2C=1.[O:24]=[C:25]([NH:31][CH2:32][C:33]1[CH:38]=[CH:37][CH:36]=[C:35]([C:39]([F:42])([F:41])[F:40])[CH:34]=1)[CH2:26][CH2:27][C:28]([OH:30])=O.[CH3:43][CH:44]1[C:53]2[C:48](=[CH:49][CH:50]=[CH:51][CH:52]=2)[CH:47]([C:54]2[CH:59]=[CH:58][CH:57]=[CH:56][CH:55]=2)[NH:46][CH2:45]1.